Task: Regression. Given two drug SMILES strings and cell line genomic features, predict the synergy score measuring deviation from expected non-interaction effect.. Dataset: NCI-60 drug combinations with 297,098 pairs across 59 cell lines Drug 1: C(=O)(N)NO. Drug 2: CCCCCOC(=O)NC1=NC(=O)N(C=C1F)C2C(C(C(O2)C)O)O. Cell line: EKVX. Synergy scores: CSS=2.02, Synergy_ZIP=0.644, Synergy_Bliss=1.93, Synergy_Loewe=0.218, Synergy_HSA=0.784.